This data is from Full USPTO retrosynthesis dataset with 1.9M reactions from patents (1976-2016). The task is: Predict the reactants needed to synthesize the given product. (1) Given the product [N+:13]([C:12]1[NH:11][CH:10]=[N:9][C:8]=1/[CH:7]=[CH:21]/[C:17]1[S:16][CH:20]=[CH:19][CH:18]=1)([O-:15])=[O:14], predict the reactants needed to synthesize it. The reactants are: N1CCCCC1.[CH3:7][C:8]1[N:9]=[CH:10][NH:11][C:12]=1[N+:13]([O-:15])=[O:14].[S:16]1[CH:20]=[CH:19][CH:18]=[C:17]1[CH:21]=O.CN(C=O)C. (2) Given the product [O:15]1[CH2:16][CH2:17][NH:18][C:19]2[N:20]=[C:11]([CH2:10][CH2:9][CH2:8][CH2:7][C:6]([OH:21])=[O:5])[CH:12]=[CH:13][C:14]1=2, predict the reactants needed to synthesize it. The reactants are: C([O:5][C:6](=[O:21])[CH2:7][CH2:8][CH2:9][CH2:10][C:11]1[CH:12]=[CH:13][C:14]2[O:15][CH2:16][CH2:17][NH:18][C:19]=2[N:20]=1)CCC.[OH-].[Na+].Cl. (3) Given the product [Br:1][C:2]1[C:3](=[O:17])[NH:4][C:5](=[O:16])[N:6]([CH2:8][CH2:9][C:10]2[CH:15]=[CH:14][CH:13]=[CH:12][C:11]=2[O:27][CH3:22])[N:7]=1, predict the reactants needed to synthesize it. The reactants are: [Br:1][C:2]1[C:3](=[O:17])[NH:4][C:5](=[O:16])[N:6]([CH2:8][CH2:9][C:10]2[CH:15]=[CH:14][CH:13]=[CH:12][CH:11]=2)[N:7]=1.ICCC1C=CC=C[C:22]=1[O:27]C.C(I)CC1C=CC=CC=1. (4) The reactants are: C([O:5][C:6](=[O:46])[CH2:7][CH2:8][N:9](C(OC(C)(C)C)=O)[CH2:10][C:11](=[O:38])[N:12]1[C:20]2[C:15](=[CH:16][C:17]([O:21][CH2:22][C:23]3[C:24]([C:34]([F:37])([F:36])[F:35])=[N:25][N:26]([CH:28]4[CH2:33][CH2:32][CH2:31][CH2:30][CH2:29]4)[CH:27]=3)=[CH:18][CH:19]=2)[CH2:14][CH2:13]1)(C)(C)C. Given the product [O:38]=[C:11]([N:12]1[C:20]2[C:15](=[CH:16][C:17]([O:21][CH2:22][C:23]3[C:24]([C:34]([F:37])([F:36])[F:35])=[N:25][N:26]([CH:28]4[CH2:33][CH2:32][CH2:31][CH2:30][CH2:29]4)[CH:27]=3)=[CH:18][CH:19]=2)[CH2:14][CH2:13]1)[CH2:10][NH:9][CH2:8][CH2:7][C:6]([OH:46])=[O:5], predict the reactants needed to synthesize it.